From a dataset of Forward reaction prediction with 1.9M reactions from USPTO patents (1976-2016). Predict the product of the given reaction. (1) Given the reactants [C:1]([N:20]1[CH:24]=[C:23]([C:25]2[CH:29]=[C:28]([C:30]([O:32]CC)=[O:31])[NH:27][N:26]=2)[N:22]=[CH:21]1)([C:14]1[CH:19]=[CH:18][CH:17]=[CH:16][CH:15]=1)([C:8]1[CH:13]=[CH:12][CH:11]=[CH:10][CH:9]=1)[C:2]1[CH:7]=[CH:6][CH:5]=[CH:4][CH:3]=1.[OH-].[Na+], predict the reaction product. The product is: [C:1]([N:20]1[CH:24]=[C:23]([C:25]2[CH:29]=[C:28]([C:30]([OH:32])=[O:31])[NH:27][N:26]=2)[N:22]=[CH:21]1)([C:14]1[CH:19]=[CH:18][CH:17]=[CH:16][CH:15]=1)([C:8]1[CH:9]=[CH:10][CH:11]=[CH:12][CH:13]=1)[C:2]1[CH:7]=[CH:6][CH:5]=[CH:4][CH:3]=1. (2) Given the reactants [C:1]([CH:4]([CH3:26])[CH2:5][CH2:6][N:7]1[C:11]2[CH:12]=[CH:13][CH:14]=[C:15]([CH3:16])[C:10]=2[N:9]=[C:8]1[CH2:17][O:18][C:19]1[CH:24]=[CH:23][C:22]([Cl:25])=[CH:21][CH:20]=1)([OH:3])=O.[NH:27]1[CH2:31][CH2:30][CH2:29][CH2:28]1.ON1C2C=CC=CC=2N=N1.C1(N=C=NC2CCCCC2)CCCCC1, predict the reaction product. The product is: [N:27]1([C:1]([CH:4]([CH3:26])[CH2:5][CH2:6][N:7]2[C:11]3[CH:12]=[CH:13][CH:14]=[C:15]([CH3:16])[C:10]=3[N:9]=[C:8]2[CH2:17][O:18][C:19]2[CH:20]=[CH:21][C:22]([Cl:25])=[CH:23][CH:24]=2)=[O:3])[CH2:31][CH2:30][CH2:29][CH2:28]1. (3) Given the reactants C(OC([N:8]1[CH2:13][CH2:12][N:11]([CH:14]([C:18]2[CH:23]=[CH:22][CH:21]=[C:20]([O:24][CH3:25])[CH:19]=2)[C:15]([OH:17])=O)[CH2:10][CH2:9]1)=O)(C)(C)C.[CH3:26][O:27][C:28]1[C:29]([C:41]#[N:42])=[CH:30][C:31]2[C:36]([C:37]=1[CH2:38][NH:39][CH3:40])=[CH:35][CH:34]=[CH:33][CH:32]=2.C1C=CC2N(O)N=NC=2C=1.Cl.CN(C)CCCN=C=NCC, predict the reaction product. The product is: [C:41]([C:29]1[C:28]([O:27][CH3:26])=[C:37]([CH2:38][N:39]([CH3:40])[C:15](=[O:17])[CH:14]([C:18]2[CH:23]=[CH:22][CH:21]=[C:20]([O:24][CH3:25])[CH:19]=2)[N:11]2[CH2:10][CH2:9][NH:8][CH2:13][CH2:12]2)[C:36]2[C:31]([CH:30]=1)=[CH:32][CH:33]=[CH:34][CH:35]=2)#[N:42]. (4) Given the reactants Br[C:2]1[CH:12]=[CH:11][C:5]([C:6]([O:8][CH2:9][CH3:10])=[O:7])=[CH:4][CH:3]=1.CC1(C)C(C)(C)OB([C:21]2[C:29]3[S:28][C:27]([CH2:30][O:31][C:32]4[CH:37]=[CH:36][CH:35]=[C:34]([C:38]([F:41])([F:40])[F:39])[CH:33]=4)=[CH:26][C:25]=3[CH:24]=[CH:23][CH:22]=2)O1, predict the reaction product. The product is: [F:40][C:38]([F:39])([F:41])[C:34]1[CH:33]=[C:32]([CH:37]=[CH:36][CH:35]=1)[O:31][CH2:30][C:27]1[S:28][C:29]2[C:21]([C:2]3[CH:12]=[CH:11][C:5]([C:6]([O:8][CH2:9][CH3:10])=[O:7])=[CH:4][CH:3]=3)=[CH:22][CH:23]=[CH:24][C:25]=2[CH:26]=1. (5) Given the reactants [C:1]([O:5][CH3:6])(=[O:4])[CH2:2][SH:3].C[O-].[Na+].Cl[C:11]([C:15]1[CH:20]=[CH:19][CH:18]=[C:17]([Cl:21])[CH:16]=1)=[CH:12][C:13]#[N:14], predict the reaction product. The product is: [CH3:6][O:5][C:1]([C:2]1[S:3][C:11]([C:15]2[CH:20]=[CH:19][CH:18]=[C:17]([Cl:21])[CH:16]=2)=[CH:12][C:13]=1[NH2:14])=[O:4]. (6) Given the reactants [S:1]1[C:5]2[CH:6]=[C:7]([NH:10][C:11]3[CH:16]=[C:15]([NH:17][C:18]4[CH:26]=[CH:25][C:21]([C:22](O)=[O:23])=[CH:20][CH:19]=4)[C:14]([C:27](=[O:36])[NH:28][CH2:29][CH:30]([F:35])[C:31]([OH:34])([CH3:33])[CH3:32])=[CH:13][N:12]=3)[CH:8]=[CH:9][C:4]=2[N:3]=[CH:2]1.[CH3:37][NH2:38].C(O)(C(F)(F)F)=O, predict the reaction product. The product is: [S:1]1[C:5]2[CH:6]=[C:7]([NH:10][C:11]3[CH:16]=[C:15]([NH:17][C:18]4[CH:19]=[CH:20][C:21]([C:22](=[O:23])[NH:38][CH3:37])=[CH:25][CH:26]=4)[C:14]([C:27]([NH:28][CH2:29][C@@H:30]([F:35])[C:31]([OH:34])([CH3:33])[CH3:32])=[O:36])=[CH:13][N:12]=3)[CH:8]=[CH:9][C:4]=2[N:3]=[CH:2]1. (7) Given the reactants Cl[C:2](=[O:7])[C:3]([O:5][CH3:6])=[O:4].[NH2:8][C:9]1[CH:10]=[C:11]([C:27]2[CH:32]=[CH:31][C:30]([O:33][C:34]([F:37])([F:36])[F:35])=[CH:29][CH:28]=2)[CH:12]=[CH:13][C:14]=1[O:15][CH2:16][C:17]1[CH:22]=[CH:21][C:20]([C:23]([CH3:26])([CH3:25])[CH3:24])=[CH:19][CH:18]=1.C(=O)([O-])O.[Na+], predict the reaction product. The product is: [C:23]([C:20]1[CH:21]=[CH:22][C:17]([CH2:16][O:15][C:14]2[CH:13]=[CH:12][C:11]([C:27]3[CH:32]=[CH:31][C:30]([O:33][C:34]([F:37])([F:35])[F:36])=[CH:29][CH:28]=3)=[CH:10][C:9]=2[NH:8][C:2](=[O:7])[C:3]([O:5][CH3:6])=[O:4])=[CH:18][CH:19]=1)([CH3:26])([CH3:24])[CH3:25]. (8) Given the reactants Cl[C:2]1[N:22]=[C:5]2[C:6]([NH:10][CH2:11][C:12]3[CH:17]=[CH:16][CH:15]=[CH:14][C:13]=3[S:18]([CH3:21])(=[O:20])=[O:19])=[CH:7][CH:8]=[CH:9][N:4]2[N:3]=1.[CH3:23][N:24]1[CH2:29][CH2:28][CH:27]([C:30]2[CH:35]=[CH:34][C:33]([NH2:36])=[CH:32][CH:31]=2)[CH2:26][CH2:25]1.C1(P(C2CCCCC2)C2C=CC=CC=2C2C=CC=CC=2P(C2CCCCC2)C2CCCCC2)CCCCC1, predict the reaction product. The product is: [CH3:21][S:18]([C:13]1[CH:14]=[CH:15][CH:16]=[CH:17][C:12]=1[CH2:11][NH:10][C:6]1[C:5]2[N:4]([N:3]=[C:2]([NH:36][C:33]3[CH:34]=[CH:35][C:30]([CH:27]4[CH2:26][CH2:25][N:24]([CH3:23])[CH2:29][CH2:28]4)=[CH:31][CH:32]=3)[N:22]=2)[CH:9]=[CH:8][CH:7]=1)(=[O:20])=[O:19].